This data is from Peptide-MHC class II binding affinity with 134,281 pairs from IEDB. The task is: Regression. Given a peptide amino acid sequence and an MHC pseudo amino acid sequence, predict their binding affinity value. This is MHC class II binding data. (1) The peptide sequence is EEVDMTPADALDDFD. The MHC is HLA-DPA10301-DPB10402 with pseudo-sequence HLA-DPA10301-DPB10402. The binding affinity (normalized) is 0.0603. (2) The peptide sequence is EKFYFAATQFEPLAA. The MHC is HLA-DPA10103-DPB10401 with pseudo-sequence HLA-DPA10103-DPB10401. The binding affinity (normalized) is 1.00.